From a dataset of Forward reaction prediction with 1.9M reactions from USPTO patents (1976-2016). Predict the product of the given reaction. (1) Given the reactants C1C(=O)N([O:8][C:9]([O:11][N:12]2[C:17](=[O:18])[CH2:16][CH2:15][C:13]2=[O:14])=[O:10])C(=O)C1.[Cl:19][C:20]1[CH:27]=[CH:26][C:23]([CH2:24]O)=[CH:22][CH:21]=1.C(#N)C.ClCCl, predict the reaction product. The product is: [C:9](=[O:10])([O:11][N:12]1[C:13](=[O:14])[CH2:15][CH2:16][C:17]1=[O:18])[O:8][CH2:24][C:23]1[CH:26]=[CH:27][C:20]([Cl:19])=[CH:21][CH:22]=1. (2) Given the reactants [Cl:1][C:2]1[CH:7]=[C:6]([CH3:8])[CH:5]=[C:4]([CH3:9])[C:3]=1[N:10]1[CH2:15][CH2:14][CH2:13][C:12]2=[C:16]([C:20](O)([CH2:24][CH2:25][CH3:26])[CH2:21][CH2:22][CH3:23])[N:17]([CH3:19])[N:18]=[C:11]12, predict the reaction product. The product is: [Cl:1][C:2]1[CH:7]=[C:6]([CH3:8])[CH:5]=[C:4]([CH3:9])[C:3]=1[N:10]1[CH2:15][CH2:14][CH2:13][C:12]2=[C:16]([C:20]([CH2:24][CH2:25][CH3:26])=[CH:21][CH2:22][CH3:23])[N:17]([CH3:19])[N:18]=[C:11]12. (3) Given the reactants [CH:1]([S:4]([CH2:7][C@H:8]1[C@@H:13]([N:14]2[CH2:18][CH2:17][C@H:16]([NH:19][C:20](=[O:31])[C:21]3[CH:26]=[CH:25][CH:24]=[C:23]([C:27]([F:30])([F:29])[F:28])[CH:22]=3)[C:15]2=[O:32])[CH2:12][CH2:11][N:10](C(OC(C)(C)C)=O)[CH2:9]1)(=[O:6])=[O:5])([CH3:3])[CH3:2].F[C:41](F)(F)[C:42](O)=O.[C:47]([O-])(O)=O.[Na+], predict the reaction product. The product is: [CH:41]([N:10]1[CH2:11][CH2:12][C@H:13]([N:14]2[CH2:18][CH2:17][C@H:16]([NH:19][C:20](=[O:31])[C:21]3[CH:26]=[CH:25][CH:24]=[C:23]([C:27]([F:29])([F:28])[F:30])[CH:22]=3)[C:15]2=[O:32])[C@H:8]([CH2:7][S:4]([CH:1]([CH3:3])[CH3:2])(=[O:5])=[O:6])[CH2:9]1)([CH3:42])[CH3:47].[CH:1]([S:4]([CH2:7][C@H:8]1[C@@H:13]([N:14]2[CH2:18][CH2:17][C@H:16]([NH:19][C:20](=[O:31])[C:21]3[CH:26]=[CH:25][CH:24]=[C:23]([C:27]([F:28])([F:30])[F:29])[CH:22]=3)[C:15]2=[O:32])[CH2:12][CH2:11][NH:10][CH2:9]1)(=[O:5])=[O:6])([CH3:3])[CH3:2]. (4) Given the reactants Cl[C:2]1[N:7]=[C:6]([NH:8][C:9]2[CH:19]=[CH:18][CH:17]=[CH:16][C:10]=2[C:11]([O:13][CH2:14][CH3:15])=[O:12])[C:5]([Cl:20])=[CH:4][N:3]=1.[CH3:21][N:22]1[CH2:27][CH2:26][N:25]([C:28]2[CH:29]=[C:30]([CH:32]=[CH:33][CH:34]=2)[NH2:31])[CH2:24][CH2:23]1.Cl, predict the reaction product. The product is: [Cl:20][C:5]1[C:6]([NH:8][C:9]2[CH:19]=[CH:18][CH:17]=[CH:16][C:10]=2[C:11]([O:13][CH2:14][CH3:15])=[O:12])=[N:7][C:2]([NH:31][C:30]2[CH:32]=[CH:33][CH:34]=[C:28]([N:25]3[CH2:24][CH2:23][N:22]([CH3:21])[CH2:27][CH2:26]3)[CH:29]=2)=[N:3][CH:4]=1. (5) Given the reactants [NH2:1][C:2]1[CH:30]=[CH:29][C:5]([O:6][C:7]2[CH:12]=[CH:11][N:10]=[C:9]([NH:13][C:14]([N:16]3[CH2:21][CH2:20][CH:19]([N:22]4[CH2:25][CH:24]([N:26]([CH3:28])[CH3:27])[CH2:23]4)[CH2:18][CH2:17]3)=[O:15])[CH:8]=2)=[CH:4][CH:3]=1.[F:31][C:32]1[CH:37]=[CH:36][C:35]([CH2:38][C:39]([N:41]=[C:42]=[O:43])=[O:40])=[CH:34][CH:33]=1.C(=O)([O-])O.[Na+], predict the reaction product. The product is: [F:31][C:32]1[CH:33]=[CH:34][C:35]([CH2:38][C:39]([NH:41][C:42](=[O:43])[NH:1][C:2]2[CH:3]=[CH:4][C:5]([O:6][C:7]3[CH:12]=[CH:11][N:10]=[C:9]([NH:13][C:14]([N:16]4[CH2:17][CH2:18][CH:19]([N:22]5[CH2:23][CH:24]([N:26]([CH3:28])[CH3:27])[CH2:25]5)[CH2:20][CH2:21]4)=[O:15])[CH:8]=3)=[CH:29][CH:30]=2)=[O:40])=[CH:36][CH:37]=1. (6) Given the reactants [CH3:1][O:2][C:3]1[CH:19]=[CH:18][C:6]([CH2:7][O:8][CH2:9][C:10]([C:12]2[CH:17]=[CH:16][CH:15]=[CH:14][CH:13]=2)=O)=[CH:5][CH:4]=1.[OH:20][C:21]1[CH:22]=[C:23]([CH:26]=[CH:27][C:28]=1[N+:29]([O-:31])=[O:30])[CH:24]=O.[C:32](#[N:36])[CH2:33][C:34]#[N:35].C([O-])(=O)C.[NH4+:41], predict the reaction product. The product is: [NH2:35][C:34]1[N:41]=[C:14]([C:15]2[CH:16]=[CH:17][CH:12]=[CH:10][C:9]=2[O:8][CH2:7][C:6]2[CH:5]=[CH:4][C:3]([O:2][CH3:1])=[CH:19][CH:18]=2)[CH:13]=[C:24]([C:23]2[CH:26]=[CH:27][C:28]([N+:29]([O-:31])=[O:30])=[C:21]([OH:20])[CH:22]=2)[C:33]=1[C:32]#[N:36]. (7) Given the reactants [N:1]1([C:7]2[C:8]3[CH:31]=[CH:30][N:29]([CH2:32][CH:33]=O)[C:9]=3[N:10]=[C:11]([C:13]3[CH:18]=[CH:17][C:16]([NH:19][C:20]([NH:22][C:23]4[CH:28]=[CH:27][N:26]=[CH:25][CH:24]=4)=[O:21])=[CH:15][CH:14]=3)[N:12]=2)[CH2:6][CH2:5][O:4][CH2:3][CH2:2]1.[NH:35]1[CH2:39][CH2:38][CH2:37][CH2:36]1.[BH3-]C#N.[Na+].[OH-].[Na+], predict the reaction product. The product is: [N:1]1([C:7]2[C:8]3[CH:31]=[CH:30][N:29]([CH2:32][CH2:33][N:35]4[CH2:39][CH2:38][CH2:37][CH2:36]4)[C:9]=3[N:10]=[C:11]([C:13]3[CH:14]=[CH:15][C:16]([NH:19][C:20]([NH:22][C:23]4[CH:24]=[CH:25][N:26]=[CH:27][CH:28]=4)=[O:21])=[CH:17][CH:18]=3)[N:12]=2)[CH2:2][CH2:3][O:4][CH2:5][CH2:6]1. (8) Given the reactants [OH:1][CH:2]([C:4]1[N:9]=[C:8]([NH:10]C(=O)C(C)(C)C)[CH:7]=[CH:6][CH:5]=1)C.Cl, predict the reaction product. The product is: [NH2:10][C:8]1[N:9]=[C:4]([CH2:2][OH:1])[CH:5]=[CH:6][CH:7]=1. (9) The product is: [F:26][CH2:25][CH2:24][N:22]1[CH2:21][CH:20]([NH:19][C:16]2[CH:17]=[CH:18][C:13]([NH:12][C:10]3[N:11]=[C:6]([O:5][C:4]4[CH:3]=[C:2]([C:48](=[CH2:49])[C:47]([NH2:38])=[O:50])[CH:34]=[CH:33][CH:32]=4)[C:7]4[CH:31]=[CH:30][NH:29][C:8]=4[N:9]=3)=[C:14]([O:27][CH3:28])[CH:15]=2)[CH2:23]1. Given the reactants N[C:2]1[CH:3]=[C:4]([CH:32]=[CH:33][CH:34]=1)[O:5][C:6]1[C:7]2[CH:31]=[CH:30][NH:29][C:8]=2[N:9]=[C:10]([NH:12][C:13]2[CH:18]=[CH:17][C:16]([NH:19][CH:20]3[CH2:23][N:22]([CH2:24][CH2:25][F:26])[CH2:21]3)=[CH:15][C:14]=2[O:27][CH3:28])[N:11]=1.C([N:38](C(C)C)CC)(C)C.C(Cl)Cl.[C:47](Cl)(=[O:50])[CH:48]=[CH2:49], predict the reaction product.